The task is: Predict the product of the given reaction.. This data is from Forward reaction prediction with 1.9M reactions from USPTO patents (1976-2016). (1) Given the reactants Br[C:2]1[C:7]([C:8]([F:11])([F:10])[F:9])=[CH:6][C:5]([NH:12][C:13]2[N:17]=[C:16]([NH2:18])[NH:15][N:14]=2)=[CH:4][C:3]=1[Cl:19].CN1C(C)(C)CC(SC2C=CC(B3OC(C)(C)C(C)(C)O3)=CC=2)CC1(C)C.CC1(C)C(C)(C)OB([C:55]2[CH:60]=[CH:59][C:58]([S:61]([N:64]3[CH2:69][CH2:68][CH:67]([OH:70])[CH2:66][CH2:65]3)(=[O:63])=[O:62])=[CH:57][CH:56]=2)O1.C([O-])([O-])=O.[K+].[K+], predict the reaction product. The product is: [NH2:18][C:16]1[NH:15][N:14]=[C:13]([NH:12][C:5]2[CH:6]=[C:7]([C:8]([F:11])([F:10])[F:9])[C:2]([C:55]3[CH:60]=[CH:59][C:58]([S:61]([N:64]4[CH2:69][CH2:68][CH:67]([OH:70])[CH2:66][CH2:65]4)(=[O:63])=[O:62])=[CH:57][CH:56]=3)=[C:3]([Cl:19])[CH:4]=2)[N:17]=1. (2) Given the reactants C(NC(C)C)(C)C.[Li]CCCC.[Br:13][C:14]1[CH:19]=[CH:18][CH:17]=[CH:16][C:15]=1[CH2:20][CH2:21][C:22]([OH:24])=[O:23].I[CH2:26][CH:27]([CH3:29])[CH3:28].Cl, predict the reaction product. The product is: [Br:13][C:14]1[CH:19]=[CH:18][CH:17]=[CH:16][C:15]=1[CH2:20][CH:21]([CH2:26][CH:27]([CH3:29])[CH3:28])[C:22]([OH:24])=[O:23]. (3) Given the reactants [Cl:1][C:2]1[C:27]([O:28][CH3:29])=[CH:26][C:25]([O:30][CH3:31])=[C:24]([Cl:32])[C:3]=1[CH2:4][O:5][C:6]1[CH:7]=[N:8][C:9]([NH:12][C:13]2[CH:14]=[N:15][N:16]([CH:18]3[CH2:23][CH2:22][NH:21][CH2:20][CH2:19]3)[CH:17]=2)=[N:10][CH:11]=1.C(=O)([O-])[O-].[K+].[K+].CN(C)C=O.[CH3:44][O:45][CH2:46][CH2:47]Br, predict the reaction product. The product is: [Cl:32][C:24]1[C:25]([O:30][CH3:31])=[CH:26][C:27]([O:28][CH3:29])=[C:2]([Cl:1])[C:3]=1[CH2:4][O:5][C:6]1[CH:7]=[N:8][C:9]([NH:12][C:13]2[CH:14]=[N:15][N:16]([CH:18]3[CH2:23][CH2:22][N:21]([CH2:47][CH2:46][O:45][CH3:44])[CH2:20][CH2:19]3)[CH:17]=2)=[N:10][CH:11]=1. (4) Given the reactants Cl.Cl.[F:3][C:4]1[CH:31]=[C:30]([NH:32][C:33]([NH:35][C:36](=[O:44])[CH2:37][C:38]2[CH:43]=[CH:42][CH:41]=[CH:40][CH:39]=2)=[S:34])[CH:29]=[CH:28][C:5]=1[O:6][C:7]1[C:16]2[C:11](=[CH:12][C:13]([O:26][CH3:27])=[C:14]([C:17]([NH:19][CH:20]3[CH2:25][CH2:24][NH:23][CH2:22][CH2:21]3)=[O:18])[CH:15]=2)[N:10]=[CH:9][CH:8]=1.C(N(CC)CC)C.[CH2:52]([N:54]=[C:55]=[O:56])[CH3:53], predict the reaction product. The product is: [CH2:52]([NH:54][C:55]([N:23]1[CH2:22][CH2:21][CH:20]([NH:19][C:17]([C:14]2[CH:15]=[C:16]3[C:11](=[CH:12][C:13]=2[O:26][CH3:27])[N:10]=[CH:9][CH:8]=[C:7]3[O:6][C:5]2[CH:28]=[CH:29][C:30]([NH:32][C:33]([NH:35][C:36](=[O:44])[CH2:37][C:38]3[CH:43]=[CH:42][CH:41]=[CH:40][CH:39]=3)=[S:34])=[CH:31][C:4]=2[F:3])=[O:18])[CH2:25][CH2:24]1)=[O:56])[CH3:53]. (5) The product is: [C:19]([C:16]1[CH:17]=[CH:18][C:13]([S:10]([NH:9][C:3]2[CH:4]=[CH:5][C:6]([Cl:8])=[CH:7][C:2]=2[C:58]2[C:66]3[C:61](=[CH:62][CH:63]=[CH:64][CH:65]=3)[NH:60][N:59]=2)(=[O:12])=[O:11])=[CH:14][CH:15]=1)([CH3:22])([CH3:21])[CH3:20]. Given the reactants B[C:2]1[CH:7]=[C:6]([Cl:8])[CH:5]=[CH:4][C:3]=1[NH:9][S:10]([C:13]1[CH:18]=[CH:17][C:16]([C:19]([CH3:22])([CH3:21])[CH3:20])=[CH:15][CH:14]=1)(=[O:12])=[O:11].C1(P(C2CCCCC2)C2C=CC=CC=2C2C(C(C)C)=CC(C(C)C)=CC=2C(C)C)CCCCC1.I[C:58]1[C:66]2[C:61](=[CH:62][CH:63]=[CH:64][CH:65]=2)[NH:60][N:59]=1.C(=O)(O)[O-].[Na+], predict the reaction product. (6) Given the reactants [CH3:1][O:2][C:3]1[CH:4]=[C:5]([CH:8]=[CH:9][C:10]=1[O:11][CH2:12][CH:13]1[CH2:18][CH2:17][N:16]([CH3:19])[CH2:15][CH2:14]1)[C:6]#[N:7].[N+:20]([O-])([O-:22])=[O:21].[NH4+], predict the reaction product. The product is: [CH3:1][O:2][C:3]1[C:10]([O:11][CH2:12][CH:13]2[CH2:18][CH2:17][N:16]([CH3:19])[CH2:15][CH2:14]2)=[CH:9][C:8]([N+:20]([O-:22])=[O:21])=[C:5]([CH:4]=1)[C:6]#[N:7]. (7) Given the reactants [F:1][C:2]1([F:15])[CH2:6][CH2:5][CH:4]([NH:7]C(=O)OC(C)(C)C)[CH2:3]1.[ClH:16].C(OCC)(=O)C, predict the reaction product. The product is: [ClH:16].[F:1][C:2]1([F:15])[CH2:6][CH2:5][CH:4]([NH2:7])[CH2:3]1. (8) The product is: [N:18]1[C:23]([CH:26]=[O:27])=[CH:24][N:7]2[CH2:6][CH2:5][CH2:4][CH2:3][CH2:2][C:1]=12. Given the reactants [C:1]1(=S)[NH:7][CH2:6][CH2:5][CH2:4][CH2:3][CH2:2]1.CI.C(=O)([O-])[O-].[K+].[K+].[Cl-].[NH4+:18].C[O-].[Na+].Br[C:23](=[CH:26][O:27]C(C)C)[CH:24]=O, predict the reaction product. (9) Given the reactants [NH2:1][C:2]1[C:11]2[CH:10]=[CH:9][CH:8]=[C:7](Br)[C:6]=2[N:5]=[C:4]2[CH2:13][N:14]([CH2:17][C:18]3[CH:23]=[CH:22][C:21]([O:24][CH3:25])=[C:20]([O:26][CH3:27])[CH:19]=3)[C:15](=[O:16])[C:3]=12.[CH3:28][O:29][C:30]1[CH:35]=[CH:34][C:33]([O:36][CH3:37])=[CH:32][C:31]=1B(O)O, predict the reaction product. The product is: [NH2:1][C:2]1[C:11]2[CH:10]=[CH:9][CH:8]=[C:7]([C:34]3[CH:35]=[C:30]([O:29][CH3:28])[CH:31]=[CH:32][C:33]=3[O:36][CH3:37])[C:6]=2[N:5]=[C:4]2[CH2:13][N:14]([CH2:17][C:18]3[CH:23]=[CH:22][C:21]([O:24][CH3:25])=[C:20]([O:26][CH3:27])[CH:19]=3)[C:15](=[O:16])[C:3]=12.